This data is from Reaction yield outcomes from USPTO patents with 853,638 reactions. The task is: Predict the reaction yield, written as a fraction of the theoretical maximum amount of product (1.0 means a 100% yield; for example, 0.34 means a 34% yield). (1) The reactants are I[C:2]1[CH:3]=[C:4]2[C:8](=[CH:9][CH:10]=1)[N:7]([CH:11]1[CH2:16][CH2:15][CH2:14][CH2:13][O:12]1)[N:6]=[C:5]2[CH2:17][N:18]([CH3:30])[CH2:19][CH2:20][N:21]([CH3:29])[C:22](=[O:28])[O:23][C:24]([CH3:27])([CH3:26])[CH3:25].[Cl:31][C:32]1[CH:33]=[C:34]([OH:38])[CH:35]=[CH:36][CH:37]=1.C(=O)([O-])[O-].[K+].[K+].CN(C=O)C. The catalyst is CCCCCC.[Cu].C(OCC)(=O)C. The product is [Cl:31][C:32]1[CH:33]=[C:34]([CH:35]=[CH:36][CH:37]=1)[O:38][C:2]1[CH:3]=[C:4]2[C:8](=[CH:9][CH:10]=1)[N:7]([CH:11]1[CH2:16][CH2:15][CH2:14][CH2:13][O:12]1)[N:6]=[C:5]2[CH2:17][N:18]([CH3:30])[CH2:19][CH2:20][N:21]([CH3:29])[C:22](=[O:28])[O:23][C:24]([CH3:27])([CH3:26])[CH3:25]. The yield is 0.270. (2) The reactants are [CH2:1]([O:3][C:4]([C:6]1[C:15](=[O:16])[C:14]2[C:9](=[CH:10][CH:11]=[C:12]([C:17]3[CH:18]=[N:19][C:20]([NH:32][C:33]([NH:35][CH2:36][CH3:37])=[O:34])=[CH:21][C:22]=3[C:23]3[S:24][CH:25]=[C:26]([C:28]([F:31])([F:30])[F:29])[N:27]=3)[CH:13]=2)[N:8]([CH2:38][C@@H:39]2[CH2:44][O:43][CH2:42][CH2:41][N:40]2[C:45]([O:47]C(C)(C)C)=[O:46])[CH:7]=1)=[O:5])[CH3:2].[CH2:52]1[CH2:56]OC[CH2:53]1.[Li+].[OH-].[CH3:59]O. No catalyst specified. The product is [C:52]([C@@:39]1([CH2:38][N:8]2[C:9]3[C:14](=[CH:13][C:12]([C:17]4[CH:18]=[N:19][C:20]([NH:32][C:33]([NH:35][CH2:36][CH3:37])=[O:34])=[CH:21][C:22]=4[C:23]4[S:24][CH:25]=[C:26]([C:28]([F:30])([F:29])[F:31])[N:27]=4)=[CH:11][CH:10]=3)[C:15](=[O:16])[C:6]([C:4]([O:3][CH2:1][CH3:2])=[O:5])=[CH:7]2)[CH2:44][O:43][CH2:42][CH2:41][N:40]1[C:45]([OH:47])=[O:46])([CH3:53])([CH3:56])[CH3:59]. The yield is 0.360. (3) The reactants are C(N(CC)CC)C.[C:8](OC(=O)C)(=[O:10])[CH3:9].[C:15]([O:19][C:20]([N:22]1[CH:27]([C@@H:28]([OH:40])[C@@H:29]([NH2:39])[CH2:30][C:31]2[CH:36]=[C:35]([F:37])[CH:34]=[C:33]([F:38])[CH:32]=2)[CH2:26][O:25][CH:24]([CH2:41][O:42][C:43]2[CH:48]=[CH:47][CH:46]=[CH:45][CH:44]=2)[CH2:23]1)=[O:21])([CH3:18])([CH3:17])[CH3:16]. The yield is 0.455. The product is [C:15]([O:19][C:20]([N:22]1[C@@H:27]([C@@H:28]([OH:40])[C@@H:29]([NH:39][C:8](=[O:10])[CH3:9])[CH2:30][C:31]2[CH:36]=[C:35]([F:37])[CH:34]=[C:33]([F:38])[CH:32]=2)[CH2:26][O:25][C@@H:24]([CH2:41][O:42][C:43]2[CH:48]=[CH:47][CH:46]=[CH:45][CH:44]=2)[CH2:23]1)=[O:21])([CH3:18])([CH3:16])[CH3:17]. The catalyst is O1CCCC1. (4) The catalyst is C1COCC1. The product is [F:35][C:32]([F:33])([F:34])[C:30]1[CH:29]=[C:5]([CH:4]=[C:3]([C:2]([F:1])([F:36])[F:37])[CH:31]=1)[CH2:6][O:7][CH2:8][C@H:9]1[N:14]([CH3:39])[C:13](=[O:15])[CH2:12][N:11]([C:16]([O:18][C:19]([CH3:22])([CH3:21])[CH3:20])=[O:17])[C@H:10]1[C:23]1[CH:28]=[CH:27][CH:26]=[CH:25][CH:24]=1. The reactants are [F:1][C:2]([F:37])([F:36])[C:3]1[CH:4]=[C:5]([CH:29]=[C:30]([C:32]([F:35])([F:34])[F:33])[CH:31]=1)[CH2:6][O:7][CH2:8][C@H:9]1[NH:14][C:13](=[O:15])[CH2:12][N:11]([C:16]([O:18][C:19]([CH3:22])([CH3:21])[CH3:20])=[O:17])[C@H:10]1[C:23]1[CH:28]=[CH:27][CH:26]=[CH:25][CH:24]=1.I[CH3:39].[H-].[Na+].O. The yield is 0.960. (5) The reactants are [Br:1][C:2]1[C:10]2[S:9][CH:8]=[N:7][C:6]=2[CH:5]=[CH:4][C:3]=1N.Cl.N([O-])=O.[Na+].[I-:17].[K+].S([O-])([O-])(=O)=S.[Na+].[Na+]. The catalyst is O. The product is [Br:1][C:2]1[C:10]2[S:9][CH:8]=[N:7][C:6]=2[CH:5]=[CH:4][C:3]=1[I:17]. The yield is 0.0500.